This data is from NCI-60 drug combinations with 297,098 pairs across 59 cell lines. The task is: Regression. Given two drug SMILES strings and cell line genomic features, predict the synergy score measuring deviation from expected non-interaction effect. Drug 1: C(=O)(N)NO. Drug 2: COC1=NC(=NC2=C1N=CN2C3C(C(C(O3)CO)O)O)N. Cell line: OVCAR-8. Synergy scores: CSS=1.07, Synergy_ZIP=-1.00, Synergy_Bliss=0.687, Synergy_Loewe=-1.81, Synergy_HSA=-0.938.